This data is from Full USPTO retrosynthesis dataset with 1.9M reactions from patents (1976-2016). The task is: Predict the reactants needed to synthesize the given product. (1) Given the product [CH2:20]([O:7][C:6](=[O:8])[C:5]1[C:9]([CH3:11])=[CH:10][C:2]([Br:1])=[CH:3][C:4]=1[O:12][CH3:13])[CH3:21], predict the reactants needed to synthesize it. The reactants are: [Br:1][C:2]1[CH:10]=[C:9]([CH3:11])[C:5]([C:6]([OH:8])=[O:7])=[C:4]([O:12][CH3:13])[CH:3]=1.C(=O)([O-])[O-].[K+].[K+].[CH2:20](I)[CH3:21]. (2) Given the product [ClH:1].[NH2:33][CH2:32][CH2:31][NH:34][C:2]1[N:7]=[CH:6][C:5]([C:8]2[O:23][C:11]3[N:12]=[CH:13][N:14]=[C:15]([N:16]4[CH2:21][CH2:20][CH:19]([OH:22])[CH2:18][CH2:17]4)[C:10]=3[C:9]=2[C:24]2[CH:29]=[CH:28][C:27]([F:30])=[CH:26][CH:25]=2)=[CH:4][CH:3]=1, predict the reactants needed to synthesize it. The reactants are: [Cl:1][C:2]1[N:7]=[CH:6][C:5]([C:8]2[O:23][C:11]3[N:12]=[CH:13][N:14]=[C:15]([N:16]4[CH2:21][CH2:20][CH:19]([OH:22])[CH2:18][CH2:17]4)[C:10]=3[C:9]=2[C:24]2[CH:29]=[CH:28][C:27]([F:30])=[CH:26][CH:25]=2)=[CH:4][CH:3]=1.[CH2:31]([NH2:34])[CH2:32][NH2:33].